Dataset: Peptide-MHC class II binding affinity with 134,281 pairs from IEDB. Task: Regression. Given a peptide amino acid sequence and an MHC pseudo amino acid sequence, predict their binding affinity value. This is MHC class II binding data. (1) The peptide sequence is VKAWWTDLLAKPSVQ. The MHC is HLA-DQA10101-DQB10501 with pseudo-sequence HLA-DQA10101-DQB10501. The binding affinity (normalized) is 0.751. (2) The peptide sequence is YDKFLANVSTVLTGE. The MHC is DRB1_1101 with pseudo-sequence DRB1_1101. The binding affinity (normalized) is 0.517. (3) The peptide sequence is KNKVNLLTHSINALI. The MHC is DRB4_0101 with pseudo-sequence DRB4_0103. The binding affinity (normalized) is 0.884. (4) The peptide sequence is FINMWQEVGKAMYAPPIS. The MHC is DRB1_0101 with pseudo-sequence DRB1_0101. The binding affinity (normalized) is 0.132. (5) The peptide sequence is LGGVMGGLWKYLNAV. The MHC is HLA-DQA10501-DQB10302 with pseudo-sequence HLA-DQA10501-DQB10302. The binding affinity (normalized) is 0.475. (6) The MHC is HLA-DPA10201-DPB11401 with pseudo-sequence HLA-DPA10201-DPB11401. The peptide sequence is YANYRDIDLGRNEVV. The binding affinity (normalized) is 0.119. (7) The binding affinity (normalized) is 0.817. The MHC is HLA-DQA10102-DQB10602 with pseudo-sequence HLA-DQA10102-DQB10602. The peptide sequence is IYEPTAAAIAYGLDR. (8) The peptide sequence is NISGYNFSLGAAVKA. The MHC is DRB4_0101 with pseudo-sequence DRB4_0103. The binding affinity (normalized) is 0.166. (9) The peptide sequence is LPPWFPPMVEGAAAEGDDG. The MHC is DRB1_1501 with pseudo-sequence DRB1_1501. The binding affinity (normalized) is 0.